Dataset: Peptide-MHC class I binding affinity with 185,985 pairs from IEDB/IMGT. Task: Regression. Given a peptide amino acid sequence and an MHC pseudo amino acid sequence, predict their binding affinity value. This is MHC class I binding data. (1) The peptide sequence is MLVNGDDLVV. The MHC is HLA-A02:06 with pseudo-sequence HLA-A02:06. The binding affinity (normalized) is 0.517. (2) The MHC is HLA-B44:02 with pseudo-sequence HLA-B44:02. The binding affinity (normalized) is 0.296. The peptide sequence is GENAVIPKG. (3) The peptide sequence is VVFEDGLPR. The MHC is HLA-A26:03 with pseudo-sequence HLA-A26:03. The binding affinity (normalized) is 0.778.